Dataset: HIV replication inhibition screening data with 41,000+ compounds from the AIDS Antiviral Screen. Task: Binary Classification. Given a drug SMILES string, predict its activity (active/inactive) in a high-throughput screening assay against a specified biological target. (1) The result is 0 (inactive). The compound is CC1=NN(c2ccccc2)C(=O)C1=Nc1c(C)nn(-c2ccccc2)c1O. (2) The drug is CC(CCC(=O)O)C1CCC2C3CC(O)C4CC(O)CCC4(C)C3CCC12C. The result is 0 (inactive). (3) The compound is CC1NOC(=O)C1N=Nc1ccccc1Br. The result is 0 (inactive). (4) The molecule is COc1ccc2cc3nc(O)cc(O)c3cc2c1OC. The result is 0 (inactive). (5) The result is 0 (inactive). The molecule is COc1cc(CC(C(=O)OC(C)(C)C)C(=O)OC(C)(C)C)c(NC(C)=O)c(OC)c1OC. (6) The compound is O=C(CN1CCN(Cc2ccccc2)CC1)c1ccc2[nH]c(=O)oc2c1. The result is 0 (inactive). (7) The molecule is COC(=O)CNC(=O)C(NC(=O)C1CCCN1C(=O)OCc1ccccc1)C(C)C. The result is 0 (inactive).